From a dataset of Forward reaction prediction with 1.9M reactions from USPTO patents (1976-2016). Predict the product of the given reaction. (1) Given the reactants [CH:1]([C:3]1[CH:4]=[CH:5][C:6]([N+:28]([O-:30])=[O:29])=[C:7]([NH:9][C:10]2[S:11][C:12]([C:25]([NH2:27])=[O:26])=[C:13]([C:15]3[CH:20]=[CH:19][C:18]([C:21]([F:24])([F:23])[F:22])=[CH:17][CH:16]=3)[N:14]=2)[CH:8]=1)=O.[CH3:31][N:32]1[CH2:37][CH2:36][NH:35][CH2:34][CH2:33]1.C(O[BH-](OC(=O)C)OC(=O)C)(=O)C.[Na+].[Cl-].[NH4+].C(=O)(O)[O-].[Na+], predict the reaction product. The product is: [CH3:31][N:32]1[CH2:37][CH2:36][N:35]([CH2:1][C:3]2[CH:4]=[CH:5][C:6]([N+:28]([O-:30])=[O:29])=[C:7]([NH:9][C:10]3[S:11][C:12]([C:25]([NH2:27])=[O:26])=[C:13]([C:15]4[CH:20]=[CH:19][C:18]([C:21]([F:23])([F:22])[F:24])=[CH:17][CH:16]=4)[N:14]=3)[CH:8]=2)[CH2:34][CH2:33]1. (2) The product is: [CH3:14][O:12][C:11]([C@H:8]1[CH2:9][CH2:10][C@H:5]([CH2:1][CH:2]([CH3:4])[CH3:3])[CH2:6][CH2:7]1)=[O:13]. Given the reactants [CH2:1]([C@H:5]1[CH2:10][CH2:9][C@H:8]([C:11]([OH:13])=[O:12])[CH2:7][CH2:6]1)[CH:2]([CH3:4])[CH3:3].[CH3:14]O, predict the reaction product.